From a dataset of Reaction yield outcomes from USPTO patents with 853,638 reactions. Predict the reaction yield, written as a fraction of the theoretical maximum amount of product (1.0 means a 100% yield; for example, 0.34 means a 34% yield). (1) The reactants are [CH2:1]([S:8][C:9]1[N:18]=[CH:17][C:16]2[CH2:15][CH2:14][CH:13]=[C:12]([O:19]CC)[C:11]=2[N:10]=1)[C:2]1[CH:7]=[CH:6][CH:5]=[CH:4][CH:3]=1. The catalyst is C(O)(=O)C.O. The product is [CH2:1]([S:8][C:9]1[N:18]=[CH:17][C:16]2[CH2:15][CH2:14][CH2:13][C:12](=[O:19])[C:11]=2[N:10]=1)[C:2]1[CH:3]=[CH:4][CH:5]=[CH:6][CH:7]=1. The yield is 0.740. (2) The reactants are [C:1]1([As](C2C=CC=CC=2)C2C=CC=CC=2)C=CC=CC=1.FC(F)(F)S(O[C:26]1[CH2:30][C@@H:29]([CH2:31][O:32][Si:33]([C:36]([CH3:39])([CH3:38])[CH3:37])([CH3:35])[CH3:34])[N:28]([C:40](=[O:63])[C:41]2[CH:46]=[C:45]([O:47][CH3:48])[C:44]([O:49][Si:50]([CH:57]([CH3:59])[CH3:58])([CH:54]([CH3:56])[CH3:55])[CH:51]([CH3:53])[CH3:52])=[CH:43][C:42]=2[N+:60]([O-:62])=[O:61])[CH:27]=1)(=O)=O.CB(O)O.[O-]P([O-])([O-])=O.[K+].[K+].[K+]. The catalyst is O1CCOCC1.[Ag]=O.C1C=CC(C#N)=CC=1.C1C=CC(C#N)=CC=1.Cl[Pd]Cl. The product is [Si:33]([O:32][CH2:31][C@@H:29]1[CH2:30][C:26]([CH3:1])=[CH:27][N:28]1[C:40]([C:41]1[CH:46]=[C:45]([O:47][CH3:48])[C:44]([O:49][Si:50]([CH:57]([CH3:58])[CH3:59])([CH:54]([CH3:56])[CH3:55])[CH:51]([CH3:53])[CH3:52])=[CH:43][C:42]=1[N+:60]([O-:62])=[O:61])=[O:63])([C:36]([CH3:38])([CH3:37])[CH3:39])([CH3:34])[CH3:35]. The yield is 0.550. (3) The reactants are N(C(OCC)=O)=NC(OCC)=O.[OH:13][CH2:14][CH2:15][CH2:16][N:17]1[CH2:21][CH2:20][CH2:19][C@H:18]1[C:22]([NH2:24])=[O:23].[Br:25][C:26]1[CH:45]=[CH:44][C:29]([NH:30][C:31]2[C:40]3[C:35](=[CH:36][C:37](O)=[C:38]([O:41][CH3:42])[CH:39]=3)[N:34]=[CH:33][N:32]=2)=[C:28]([F:46])[CH:27]=1.C1(P(C2C=CC=CC=2)C2C=CC=CC=2)C=CC=CC=1.C(Cl)[Cl:67]. No catalyst specified. The product is [ClH:67].[Br:25][C:26]1[CH:45]=[CH:44][C:29]([NH:30][C:31]2[C:40]3[C:35](=[CH:36][C:37]([O:13][CH2:14][CH2:15][CH2:16][N:17]4[CH2:21][CH2:20][CH2:19][C@H:18]4[C:22](=[O:23])[NH2:24])=[C:38]([O:41][CH3:42])[CH:39]=3)[N:34]=[CH:33][N:32]=2)=[C:28]([F:46])[CH:27]=1. The yield is 0.470.